Dataset: Full USPTO retrosynthesis dataset with 1.9M reactions from patents (1976-2016). Task: Predict the reactants needed to synthesize the given product. Given the product [CH2:7]([NH:8][C:9]([CH3:17])([CH2:11][CH:12]=[CH2:13])[CH3:10])[C:1]1[CH:6]=[CH:5][CH:4]=[CH:3][CH:2]=1, predict the reactants needed to synthesize it. The reactants are: [C:1]1([CH2:7][N:8]=[C:9]([CH3:11])[CH3:10])[CH:6]=[CH:5][CH:4]=[CH:3][CH:2]=1.[CH2:12]([Mg]Br)[CH:13]=C.[CH2:17](OCC)C.[Cl-].[NH4+].